Dataset: Forward reaction prediction with 1.9M reactions from USPTO patents (1976-2016). Task: Predict the product of the given reaction. (1) Given the reactants O[CH2:2][C:3]1[N:7]([CH:8]([CH3:10])[CH3:9])[CH:6]=[N:5][CH:4]=1.S(Cl)([Cl:13])=O, predict the reaction product. The product is: [ClH:13].[Cl:13][CH2:2][C:3]1[N:7]([CH:8]([CH3:10])[CH3:9])[CH:6]=[N:5][CH:4]=1. (2) Given the reactants [F:1][C:2]1[CH:3]=[C:4]([CH:8]([N:13]2[CH2:18][CH2:17][CH2:16][CH2:15][CH2:14]2)[C:9]([O:11]C)=[O:10])[CH:5]=[CH:6][CH:7]=1.[ClH:19], predict the reaction product. The product is: [ClH:19].[F:1][C:2]1[CH:3]=[C:4]([CH:8]([N:13]2[CH2:18][CH2:17][CH2:16][CH2:15][CH2:14]2)[C:9]([OH:11])=[O:10])[CH:5]=[CH:6][CH:7]=1.